Dataset: Reaction yield outcomes from USPTO patents with 853,638 reactions. Task: Predict the reaction yield, written as a fraction of the theoretical maximum amount of product (1.0 means a 100% yield; for example, 0.34 means a 34% yield). (1) The reactants are Cl[C:2]1[N:7]=[C:6]([O:8][CH3:9])[C:5]([N+:10]([O-:12])=[O:11])=[CH:4][CH:3]=1.[NH:13]1[CH2:18][CH2:17][O:16][CH2:15][CH2:14]1.C(N(CC)CC)C. The catalyst is C(#N)C.CN(C=O)C. The product is [CH3:9][O:8][C:6]1[N:7]=[C:2]([N:13]2[CH2:18][CH2:17][O:16][CH2:15][CH2:14]2)[CH:3]=[CH:4][C:5]=1[N+:10]([O-:12])=[O:11]. The yield is 0.780. (2) The reactants are [CH3:1][N:2]([CH2:14][C:15]([O:17]CC)=[O:16])[NH:3][C:4](=[O:13])[NH:5][CH2:6][C:7]1[CH:12]=[CH:11][CH:10]=[CH:9][CH:8]=1.O.[OH-].[Li+]. The catalyst is O1CCCC1.CO.O.O. The product is [CH2:6]([NH:5][C:4]([NH:3][N:2]([CH2:14][C:15]([OH:17])=[O:16])[CH3:1])=[O:13])[C:7]1[CH:8]=[CH:9][CH:10]=[CH:11][CH:12]=1. The yield is 0.880. (3) The reactants are [NH:1]1[CH2:11][CH2:10][CH:4]([C:5]([O:7][CH2:8][CH3:9])=[O:6])[CH2:3][CH2:2]1.O.[C:13](O[C:13]([O:15][C:16]([CH3:19])([CH3:18])[CH3:17])=[O:14])([O:15][C:16]([CH3:19])([CH3:18])[CH3:17])=[O:14]. The catalyst is C1COCC1.C(OCC)(=O)C. The product is [C:16]([O:15][C:13]([N:1]1[CH2:2][CH2:3][CH:4]([C:5]([O:7][CH2:8][CH3:9])=[O:6])[CH2:10][CH2:11]1)=[O:14])([CH3:19])([CH3:18])[CH3:17]. The yield is 0.980. (4) The reactants are [C:1]([CH2:3][C:4]1[C:5]([C:10]#[N:11])=[N:6][CH:7]=[CH:8][CH:9]=1)#[N:2].[O-:12][CH2:13][CH3:14].[Na+]. The catalyst is C(O)C. The product is [CH2:13]([O:12][C:1]1[CH:3]=[C:4]2[C:5](=[C:10]([NH2:11])[N:2]=1)[N:6]=[CH:7][CH:8]=[CH:9]2)[CH3:14]. The yield is 0.140. (5) The reactants are C(OC([N:8]1[CH2:17][CH2:16][C:15]2[C:10](=[CH:11][CH:12]=[C:13]([NH:18][C:19]3[C:24](=[O:25])[N:23]([CH3:26])[CH:22]=[C:21]([C:27]4[CH:32]=[C:31]([F:33])[CH:30]=[C:29]([N:34]5[CH2:46][CH2:45][N:37]6[C:38]7[CH2:39][CH2:40][CH2:41][CH2:42][C:43]=7[CH:44]=[C:36]6[C:35]5=[O:47])[C:28]=4[CH2:48][O:49][C:50](=[O:52])[CH3:51])[N:20]=3)[CH:14]=2)[CH2:9]1)=O)(C)(C)C.Cl. The catalyst is C(Cl)Cl.O1CCOCC1. The product is [C:50]([O:49][CH2:48][C:28]1[C:29]([N:34]2[CH2:46][CH2:45][N:37]3[C:38]4[CH2:39][CH2:40][CH2:41][CH2:42][C:43]=4[CH:44]=[C:36]3[C:35]2=[O:47])=[CH:30][C:31]([F:33])=[CH:32][C:27]=1[C:21]1[N:20]=[C:19]([NH:18][C:13]2[CH:14]=[C:15]3[C:10](=[CH:11][CH:12]=2)[CH2:9][NH:8][CH2:17][CH2:16]3)[C:24](=[O:25])[N:23]([CH3:26])[CH:22]=1)(=[O:52])[CH3:51]. The yield is 0.990. (6) The reactants are [NH2:1][CH2:2][CH2:3][CH2:4][OH:5].C(N(CC)CC)C.[F:13][C:14]1[CH:25]=[CH:24][C:17]([CH2:18][O:19][CH2:20][C:21](Cl)=[O:22])=[CH:16][CH:15]=1. The catalyst is C1COCC1.CCOC(C)=O. The product is [F:13][C:14]1[CH:15]=[CH:16][C:17]([CH2:18][O:19][CH2:20][C:21]([NH:1][CH2:2][CH2:3][CH2:4][OH:5])=[O:22])=[CH:24][CH:25]=1. The yield is 0.360.